From a dataset of Peptide-MHC class I binding affinity with 185,985 pairs from IEDB/IMGT. Regression. Given a peptide amino acid sequence and an MHC pseudo amino acid sequence, predict their binding affinity value. This is MHC class I binding data. (1) The peptide sequence is WMYNIQPYL. The MHC is BoLA-D18.4 with pseudo-sequence BoLA-D18.4. The binding affinity (normalized) is 0.936. (2) The peptide sequence is VIQRYVSL. The MHC is H-2-Kb with pseudo-sequence H-2-Kb. The binding affinity (normalized) is 0.920. (3) The peptide sequence is VLLGRLNKC. The MHC is HLA-A11:01 with pseudo-sequence HLA-A11:01. The binding affinity (normalized) is 0.0847.